Dataset: Full USPTO retrosynthesis dataset with 1.9M reactions from patents (1976-2016). Task: Predict the reactants needed to synthesize the given product. The reactants are: N1C=CC=C(OC#CC2C=CC=CC=2)[CH:2]=1.[N:16]1[CH:21]=[CH:20][CH:19]=[C:18]([O:22][C:23]2[CH:30]=[CH:29][C:26]([CH:27]=O)=[C:25]([O:31][CH3:32])[CH:24]=2)[CH:17]=1. Given the product [C:27]([C:26]1[CH:29]=[CH:30][C:23]([O:22][C:18]2[CH:17]=[N:16][CH:21]=[CH:20][CH:19]=2)=[CH:24][C:25]=1[O:31][CH3:32])#[CH:2], predict the reactants needed to synthesize it.